From a dataset of Cav3 T-type calcium channel HTS with 100,875 compounds. Binary Classification. Given a drug SMILES string, predict its activity (active/inactive) in a high-throughput screening assay against a specified biological target. (1) The molecule is Oc1c2CCC(N(CCc3ccccc3)CCC)Cc2ccc1. The result is 0 (inactive). (2) The drug is Brc1ccc(CC(=O)NC(c2cc([N+]([O-])=O)c(NCCc3ccc(F)cc3)cc2)CC(=O)N)cc1. The result is 0 (inactive).